This data is from Full USPTO retrosynthesis dataset with 1.9M reactions from patents (1976-2016). The task is: Predict the reactants needed to synthesize the given product. Given the product [NH2:28][C:25]1[N:24]=[CH:23][N:22]=[C:21]2[C:26]=1[N:27]=[C:19]([S:17][C:13]1[CH:12]=[C:11]([OH:10])[CH:16]=[CH:15][CH:14]=1)[N:20]2[CH2:29][CH2:30][CH2:31][CH3:32], predict the reactants needed to synthesize it. The reactants are: CCOC(C)=O.[H-].[Na+].C[O:10][C:11]1[CH:12]=[C:13]([SH:17])[CH:14]=[CH:15][CH:16]=1.Br[C:19]1[N:20]([CH2:29][CH2:30][CH2:31][CH3:32])[C:21]2[C:26]([N:27]=1)=[C:25]([NH2:28])[N:24]=[CH:23][N:22]=2.